Dataset: Reaction yield outcomes from USPTO patents with 853,638 reactions. Task: Predict the reaction yield, written as a fraction of the theoretical maximum amount of product (1.0 means a 100% yield; for example, 0.34 means a 34% yield). (1) The reactants are [F:1][C:2]1[C:3]([O:35]CC2C=CC=CC=2)=[C:4]([C:8]2[N:13]([CH2:14][CH2:15][C:16]3[CH:21]=[CH:20][CH:19]=[CH:18][CH:17]=3)[C:12](=[O:22])[C:11]([C:23]3[S:24][C:25]([C:28]4[N:29]=[C:30]([CH3:33])[S:31][CH:32]=4)=[CH:26][CH:27]=3)=[C:10]([CH3:34])[N:9]=2)[CH:5]=[CH:6][CH:7]=1. The catalyst is C(O)(=O)C.[Pd]. The product is [F:1][C:2]1[C:3]([OH:35])=[C:4]([C:8]2[N:13]([CH2:14][CH2:15][C:16]3[CH:17]=[CH:18][CH:19]=[CH:20][CH:21]=3)[C:12](=[O:22])[C:11]([C:23]3[S:24][C:25]([C:28]4[N:29]=[C:30]([CH3:33])[S:31][CH:32]=4)=[CH:26][CH:27]=3)=[C:10]([CH3:34])[N:9]=2)[CH:5]=[CH:6][CH:7]=1. The yield is 0.0350. (2) The reactants are [Br:1][C:2]1[CH:3]=[C:4]([CH:17]=[CH:18][CH:19]=1)[NH:5][C:6]1[C:7]2[CH:15]=[C:14](F)[N:13]=[CH:12][C:8]=2[N:9]=[CH:10][N:11]=1.[CH3:20][NH2:21]. The catalyst is C(O)C. The product is [Br:1][C:2]1[CH:3]=[C:4]([CH:17]=[CH:18][CH:19]=1)[NH:5][C:6]1[C:7]2[CH:15]=[C:14]([NH:21][CH3:20])[N:13]=[CH:12][C:8]=2[N:9]=[CH:10][N:11]=1. The yield is 0.340. (3) The reactants are Cl[C:2]1[N:7]=[C:6]([NH:8][CH2:9][C:10]2[CH:11]=[N:12][CH:13]=[CH:14][CH:15]=2)[C:5]([F:16])=[CH:4][N:3]=1.[NH2:17][C:18]1[CH:19]=[C:20]([OH:24])[CH:21]=[CH:22][CH:23]=1. No catalyst specified. The product is [F:16][C:5]1[C:6]([NH:8][CH2:9][C:10]2[CH:11]=[N:12][CH:13]=[CH:14][CH:15]=2)=[N:7][C:2]([NH:17][C:18]2[CH:23]=[CH:22][CH:21]=[C:20]([OH:24])[CH:19]=2)=[N:3][CH:4]=1. The yield is 0.430. (4) The product is [CH2:41]([O:48][C:49]([C:50]([CH3:53])([CH3:54])[CH2:51][O:52][C:22]([NH:19][C:20]1[CH:21]=[CH:9][CH:10]=[CH:2][C:3]=1[C:4]([OH:6])=[O:5])=[O:31])=[O:55])[C:42]1[CH:47]=[CH:46][CH:45]=[CH:44][CH:43]=1. The catalyst is C1(C)C=CC=CC=1.C(OCC)(=O)C. The reactants are C(OC(C)(C)C)(=O)[C:2]1[C:3](=CC=[CH:9][CH:10]=1)[C:4]([O-:6])=[O:5].C([N:19]([CH2:22]C)[CH2:20][CH3:21])C.C1(P(N=[N+]=[N-])(C2C=CC=CC=2)=[O:31])C=CC=CC=1.[CH2:41]([O:48][C:49](=[O:55])[C:50]([CH3:54])([CH3:53])[CH2:51][OH:52])[C:42]1[CH:47]=[CH:46][CH:45]=[CH:44][CH:43]=1. The yield is 0.890. (5) The catalyst is C1COCC1. The product is [CH3:11][C:10]1[O:9][N:8]=[C:7]([C:12]2[CH:17]=[CH:16][CH:15]=[CH:14][N:13]=2)[C:6]=1[CH2:4][OH:3]. The yield is 0.860. The reactants are C([O:3][C:4]([C:6]1[C:7]([C:12]2[CH:17]=[CH:16][CH:15]=[CH:14][N:13]=2)=[N:8][O:9][C:10]=1[CH3:11])=O)C.[H-].[Al+3].[Li+].[H-].[H-].[H-].O.[OH-].[Na+]. (6) The reactants are [CH:1]([C:4]1[CH:9]=[CH:8][C:7]([S:10]([C:13]2[CH:18]=[CH:17][CH:16]=[CH:15][CH:14]=2)(=[O:12])=[O:11])=[CH:6][C:5]=1[S:19](Cl)(=[O:21])=[O:20])([CH3:3])[CH3:2].Cl.[NH2:24][CH:25]1[CH2:30][CH2:29][N:28]([C:31]([C:33]2[CH:34]=[C:35]([CH:38]=[CH:39][CH:40]=2)[C:36]#[N:37])=[O:32])[CH2:27][CH2:26]1.C(N(C(C)C)CC)(C)C. No catalyst specified. The product is [C:36]([C:35]1[CH:34]=[C:33]([CH:40]=[CH:39][CH:38]=1)[C:31]([N:28]1[CH2:27][CH2:26][CH:25]([NH:24][S:19]([C:5]2[CH:6]=[C:7]([S:10]([C:13]3[CH:18]=[CH:17][CH:16]=[CH:15][CH:14]=3)(=[O:12])=[O:11])[CH:8]=[CH:9][C:4]=2[CH:1]([CH3:3])[CH3:2])(=[O:21])=[O:20])[CH2:30][CH2:29]1)=[O:32])#[N:37]. The yield is 0.690.